Predict the product of the given reaction. From a dataset of Forward reaction prediction with 1.9M reactions from USPTO patents (1976-2016). (1) The product is: [CH3:1][C@@:2]12[CH2:10][CH2:9][CH2:8][C:7]([CH3:12])([CH3:11])[C@@H:6]1[CH2:5][C:4]([C:13]([NH2:18])=[O:15])=[CH:3]2. Given the reactants [CH3:1][C@@:2]12[CH2:10][CH2:9][CH2:8][C:7]([CH3:12])([CH3:11])[C@@H:6]1[CH2:5][C:4]([C:13]([OH:15])=O)=[CH:3]2.C([N:18](CC)CC)C.ClC(OCC(C)C)=O.[OH-].[NH4+], predict the reaction product. (2) Given the reactants [CH3:1][C:2]1[C:3]([N:11]2[CH2:16][CH2:15][C:14](=[C:17]([CH3:23])[C:18]([O:20][CH2:21][CH3:22])=[O:19])[CH2:13][CH2:12]2)=[N:4][CH:5]=[C:6]([N+:8]([O-])=O)[CH:7]=1, predict the reaction product. The product is: [NH2:8][C:6]1[CH:7]=[C:2]([CH3:1])[C:3]([N:11]2[CH2:16][CH2:15][CH:14]([CH:17]([CH3:23])[C:18]([O:20][CH2:21][CH3:22])=[O:19])[CH2:13][CH2:12]2)=[N:4][CH:5]=1.